This data is from Forward reaction prediction with 1.9M reactions from USPTO patents (1976-2016). The task is: Predict the product of the given reaction. (1) The product is: [Cl:1][C:2]1[CH:3]=[C:4]([NH:19][C:20]2[C:30]3[CH:29]=[C:28]([C:31]([NH:43][C:36]([CH3:42])([CH3:35])[CH2:37][S:38]([CH3:41])(=[O:40])=[O:39])=[O:32])[CH2:27][CH2:26][NH:25][C:24]=3[N:23]=[CH:22][N:21]=2)[CH:5]=[CH:6][C:7]=1[O:8][C:9]1[CH:14]=[CH:13][CH:12]=[C:11]([C:15]([F:17])([F:16])[F:18])[CH:10]=1. Given the reactants [Cl:1][C:2]1[CH:3]=[C:4]([NH:19][C:20]2[C:30]3[CH:29]=[C:28]([C:31](O)=[O:32])[CH2:27][CH2:26][NH:25][C:24]=3[N:23]=[CH:22][N:21]=2)[CH:5]=[CH:6][C:7]=1[O:8][C:9]1[CH:14]=[CH:13][CH:12]=[C:11]([C:15]([F:18])([F:17])[F:16])[CH:10]=1.Cl.[CH3:35][C:36]([NH2:43])([CH3:42])[CH2:37][S:38]([CH3:41])(=[O:40])=[O:39].Cl.C(N=C=NCCCN(C)C)C.O.ON1C2C=CC=CC=2N=N1, predict the reaction product. (2) Given the reactants [NH2:1][C:2]1[CH:3]=[N:4][C:5]2[C:10]([C:11]=1[NH:12][NH:13][C:14]([O:16][C:17]([CH3:20])([CH3:19])[CH3:18])=[O:15])=[N:9][CH:8]=[CH:7][CH:6]=2.C(N(CC)CC)C.[CH2:28]([O:30][CH2:31][C:32](Cl)=O)[CH3:29].Cl.N1C=CC=CC=1, predict the reaction product. The product is: [CH2:28]([O:30][CH2:31][C:32]1[N:12]([NH:13][C:14](=[O:15])[O:16][C:17]([CH3:20])([CH3:19])[CH3:18])[C:11]2[C:10]3[N:9]=[CH:8][CH:7]=[CH:6][C:5]=3[N:4]=[CH:3][C:2]=2[N:1]=1)[CH3:29].